From a dataset of Reaction yield outcomes from USPTO patents with 853,638 reactions. Predict the reaction yield, written as a fraction of the theoretical maximum amount of product (1.0 means a 100% yield; for example, 0.34 means a 34% yield). (1) The reactants are Br[C:2]1[CH:3]=[C:4]([CH2:12][OH:13])[CH:5]=[C:6]([C:8]([F:11])([F:10])[F:9])[CH:7]=1.[C:14]([C:16]1[CH:21]=[CH:20][C:19](B(O)O)=[CH:18][CH:17]=1)#[N:15].[OH-].[K+].O. The product is [OH:13][CH2:12][C:4]1[CH:3]=[C:2]([C:19]2[CH:20]=[CH:21][C:16]([C:14]#[N:15])=[CH:17][CH:18]=2)[CH:7]=[C:6]([C:8]([F:11])([F:10])[F:9])[CH:5]=1. The catalyst is C1COCC1.C(OCC)(=O)C.[Pd].C1(P(C2C=CC=CC=2)C2C=CC=CC=2)C=CC=CC=1.C1(P(C2C=CC=CC=2)C2C=CC=CC=2)C=CC=CC=1.C1(P(C2C=CC=CC=2)C2C=CC=CC=2)C=CC=CC=1.C1(P(C2C=CC=CC=2)C2C=CC=CC=2)C=CC=CC=1. The yield is 0.510. (2) The reactants are [O:1]1[CH2:3][CH:2]1[CH2:4][O:5][C:6]1[CH:13]=[CH:12][C:9]([C:10]#[N:11])=[CH:8][CH:7]=1.[OH-].[NH4+:15]. The catalyst is C(O)(C)C. The product is [NH2:15][CH2:3][CH:2]([OH:1])[CH2:4][O:5][C:6]1[CH:13]=[CH:12][C:9]([C:10]#[N:11])=[CH:8][CH:7]=1. The yield is 0.460. (3) The reactants are [Sn](Cl)(Cl)(Cl)Cl.[F:6][C:7]1[CH:12]=[CH:11][C:10]([NH:13][NH2:14])=[CH:9][C:8]=1[C:15]#[N:16].[F:17][C:18]([F:26])([F:25])[C:19](=O)[CH2:20][C:21](=O)[CH3:22]. The product is [F:6][C:7]1[CH:12]=[CH:11][C:10]([N:13]2[C:21]([CH3:22])=[CH:20][C:19]([C:18]([F:26])([F:25])[F:17])=[N:14]2)=[CH:9][C:8]=1[C:15]#[N:16]. The yield is 0.560. The catalyst is C(O)C. (4) The reactants are [CH:1]([N:4]1[C:9]2[N:10]=[C:11]([S:15][CH3:16])[N:12]=[C:13]([CH3:14])[C:8]=2[CH:7]=[CH:6][C:5]1=[O:17])([CH3:3])[CH3:2].C1C=C(Cl)C=C(C(OO)=[O:26])C=1.[OH2:29]. The catalyst is C(Cl)Cl.C([O-])([O-])=O.[K+].[K+]. The product is [CH:1]([N:4]1[C:9]2[N:10]=[C:11]([S:15]([CH3:16])(=[O:26])=[O:29])[N:12]=[C:13]([CH3:14])[C:8]=2[CH:7]=[CH:6][C:5]1=[O:17])([CH3:3])[CH3:2]. The yield is 0.990.